From a dataset of CYP2D6 inhibition data for predicting drug metabolism from PubChem BioAssay. Regression/Classification. Given a drug SMILES string, predict its absorption, distribution, metabolism, or excretion properties. Task type varies by dataset: regression for continuous measurements (e.g., permeability, clearance, half-life) or binary classification for categorical outcomes (e.g., BBB penetration, CYP inhibition). Dataset: cyp2d6_veith. The molecule is O=C(c1ccco1)N1CCN(S(=O)(=O)c2ccc3[nH]c(=O)oc3c2)CC1. The result is 0 (non-inhibitor).